This data is from Reaction yield outcomes from USPTO patents with 853,638 reactions. The task is: Predict the reaction yield, written as a fraction of the theoretical maximum amount of product (1.0 means a 100% yield; for example, 0.34 means a 34% yield). (1) The reactants are C([Si](C)(C)[O:6][C@H:7]1[CH2:13][CH2:12][C@H:11]2[N:14]([CH2:15][CH:16]=[CH2:17])[C@:8]1([C:18]1[CH:23]=[CH:22][CH:21]=[CH:20][CH:19]=1)[CH2:9][CH2:10]2)(C)(C)C.Cl. The catalyst is CO. The product is [C:18]1([C@@:8]23[N:14]([CH2:15][CH:16]=[CH2:17])[C@@H:11]([CH2:10][CH2:9]2)[CH2:12][CH2:13][C@@H:7]3[OH:6])[CH:19]=[CH:20][CH:21]=[CH:22][CH:23]=1. The yield is 0.740. (2) The product is [CH3:1][O:2][C@@H:3]1[CH2:11][C:10]2[C:5](=[CH:6][CH:7]=[CH:8][CH:9]=2)[C@H:4]1[NH2:12]. The reactants are [CH3:1][O:2][C@@H:3]1[CH2:11][C:10]2[C:5](=[CH:6][CH:7]=[CH:8][CH:9]=2)[C@H:4]1[N:12]1C(=O)C2C(=CC=CC=2)C1=O.NN. The yield is 0.640. The catalyst is C(O)C.